Dataset: CYP3A4 inhibition data for predicting drug metabolism from PubChem BioAssay. Task: Regression/Classification. Given a drug SMILES string, predict its absorption, distribution, metabolism, or excretion properties. Task type varies by dataset: regression for continuous measurements (e.g., permeability, clearance, half-life) or binary classification for categorical outcomes (e.g., BBB penetration, CYP inhibition). Dataset: cyp3a4_veith. (1) The drug is CCOC(=O)c1[nH]c2ccc(Cl)cc2c1-c1ccccc1. The result is 0 (non-inhibitor). (2) The molecule is Cc1cc(NC(=O)COC(=O)c2ccc(S(=O)(=O)N3CCCc4ccccc43)cc2)no1. The result is 1 (inhibitor). (3) The molecule is CN(Cc1ccco1)c1cc(-c2ccccc2Cl)ncn1. The result is 0 (non-inhibitor). (4) The molecule is COC(=O)C1=C(C)OC(N)=C(C#N)C1C1CCCCC1. The result is 1 (inhibitor). (5) The compound is COc1ccc(-c2nc3cnc(N4CCOCC4)nc3n(CCc3ccccc3)c2=O)cc1. The result is 0 (non-inhibitor).